Dataset: Full USPTO retrosynthesis dataset with 1.9M reactions from patents (1976-2016). Task: Predict the reactants needed to synthesize the given product. (1) Given the product [CH:3]1([C:6]2[N:8]=[C:12]([OH:11])[C:14]3[CH2:18][CH2:17][NH:16][C:15]=3[N:7]=2)[CH2:5][CH2:4]1, predict the reactants needed to synthesize it. The reactants are: [Na].Cl.[CH:3]1([C:6](=[NH:8])[NH2:7])[CH2:5][CH2:4]1.C([O:11][C:12]([CH:14]1[CH2:18][CH2:17][N:16]=[C:15]1OCC)=O)C.Cl. (2) Given the product [CH3:1][O:3][C:4]([C:6]1[O:7][C:8]2[C:13]([CH2:14][C:15]=1[CH2:16][NH:30][C@H:22]([C:21]([O:20][CH3:19])=[O:31])[CH2:23][CH:24]1[CH2:29][CH2:28][CH2:27][CH2:26][CH2:25]1)=[C:12]([Cl:18])[CH:11]=[CH:10][CH:9]=2)=[O:5], predict the reactants needed to synthesize it. The reactants are: [CH2:1]([O:3][C:4]([CH:6]1[C:15]([CH:16]=O)=[CH:14][C:13]2[C:8](=[CH:9][CH:10]=[CH:11][C:12]=2[Cl:18])[O:7]1)=[O:5])C.[CH3:19][O:20][C:21](=[O:31])[C@@H:22]([NH2:30])[CH2:23][CH:24]1[CH2:29][CH2:28][CH2:27][CH2:26][CH2:25]1.CCN(C(C)C)C(C)C.C([BH3-])#N.[Na+].C(O)(=O)C.